From a dataset of Full USPTO retrosynthesis dataset with 1.9M reactions from patents (1976-2016). Predict the reactants needed to synthesize the given product. (1) The reactants are: C(OC(=O)[C@@H](OC)CC1C=CC(OCC(O)=O)=CC=1)C.C1(N)CCCC1.[CH2:27]([O:29][C@@H:30]([CH2:34][C:35]1[CH:40]=[CH:39][C:38]([O:41][C@@H:42]([C:44](=[O:61])[NH:45][CH2:46][CH2:47][C:48]2[CH:53]=[CH:52]C(OC3C=CC=CC=3)=CC=2)C)=[CH:37][CH:36]=1)[C:31]([OH:33])=[O:32])C. Given the product [CH:46]1([NH:45][C:44]([CH2:42][O:41][C:38]2[CH:37]=[CH:36][C:35]([CH2:34][C@H:30]([O:29][CH3:27])[C:31]([OH:33])=[O:32])=[CH:40][CH:39]=2)=[O:61])[CH2:47][CH2:48][CH2:53][CH2:52]1, predict the reactants needed to synthesize it. (2) Given the product [Cl:19][C:20]1[CH:25]=[CH:24][C:23]([C:26]2[N:27]([CH2:32][C@H:33]([OH:38])[C:34]([F:36])([F:37])[F:35])[C:28](=[O:31])[N:29]([CH2:2][C:3]3[CH:8]=[C:7]([C:9]4[CH:14]=[CH:13][CH:12]=[CH:11][C:10]=4[C:15]([F:18])([F:17])[F:16])[N:6]=[CH:5][N:4]=3)[N:30]=2)=[CH:22][CH:21]=1, predict the reactants needed to synthesize it. The reactants are: Br[CH2:2][C:3]1[CH:8]=[C:7]([C:9]2[CH:14]=[CH:13][CH:12]=[CH:11][C:10]=2[C:15]([F:18])([F:17])[F:16])[N:6]=[CH:5][N:4]=1.[Cl:19][C:20]1[CH:25]=[CH:24][C:23]([C:26]2[N:27]([CH2:32][C@H:33]([OH:38])[C:34]([F:37])([F:36])[F:35])[C:28](=[O:31])[NH:29][N:30]=2)=[CH:22][CH:21]=1.C(=O)([O-])[O-].[Cs+].[Cs+].